The task is: Predict the reaction yield, written as a fraction of the theoretical maximum amount of product (1.0 means a 100% yield; for example, 0.34 means a 34% yield).. This data is from Reaction yield outcomes from USPTO patents with 853,638 reactions. (1) The reactants are [NH2:1][C@H:2]([C:13]([OH:15])=[O:14])[CH2:3][C:4]1[C:12]2[C:7](=[CH:8][CH:9]=[CH:10][CH:11]=2)[NH:6][CH:5]=1.[CH:16]1[C:21]([CH:22]=O)=[CH:20][C:19]2[O:24][CH2:25][O:26][C:18]=2[CH:17]=1.[ClH:27]. The catalyst is C1COCC1. The product is [ClH:27].[CH2:25]1[O:26][C:18]2[CH:17]=[CH:16][C:21]([C@H:22]3[C:5]4[NH:6][C:7]5[C:12]([C:4]=4[CH2:3][C@@H:2]([C:13]([OH:15])=[O:14])[NH:1]3)=[CH:11][CH:10]=[CH:9][CH:8]=5)=[CH:20][C:19]=2[O:24]1. The yield is 0.980. (2) The yield is 0.330. The reactants are [F:1][C:2]1[C:21]([NH:22][S:23]([CH2:26][CH2:27][CH3:28])(=[O:25])=[O:24])=[CH:20][CH:19]=[C:18]([F:29])[C:3]=1[C:4]([C:6]1[C:14]2[C:9](=[N:10][CH:11]=[C:12]([C:15](O)=[O:16])[CH:13]=2)[NH:8][CH:7]=1)=[O:5].[CH2:30]([NH2:32])[CH3:31].F[P-](F)(F)(F)(F)F.Br[P+](N1CCCC1)(N1CCCC1)N1CCCC1.C(N(CC)CC)C. The catalyst is O1CCCC1.O. The product is [CH2:30]([NH:32][C:15]([C:12]1[CH:13]=[C:14]2[C:6]([C:4](=[O:5])[C:3]3[C:18]([F:29])=[CH:19][CH:20]=[C:21]([NH:22][S:23]([CH2:26][CH2:27][CH3:28])(=[O:24])=[O:25])[C:2]=3[F:1])=[CH:7][NH:8][C:9]2=[N:10][CH:11]=1)=[O:16])[CH3:31].